From a dataset of Full USPTO retrosynthesis dataset with 1.9M reactions from patents (1976-2016). Predict the reactants needed to synthesize the given product. (1) Given the product [C:1]([OH:4])(=[O:3])[CH3:2].[C:1]([O:4][C@H:5](/[CH:7]=[CH:8]\[C:9]([NH:11][C@@H:12]1[CH2:17][C@H:16]([CH3:18])[C@H:15]([CH2:19]/[CH:20]=[C:21](\[CH3:57])/[CH:22]=[CH:23]/[C@H:24]2[O:31][C@H:30]([CH2:32][NH:33][C:34](=[O:55])[CH2:35][CH2:36][NH2:37])[CH2:29][C@:26]3([O:28][CH2:27]3)[C@@H:25]2[OH:56])[O:14][C@@H:13]1[CH3:58])=[O:10])[CH3:6])(=[O:3])[CH3:2], predict the reactants needed to synthesize it. The reactants are: [C:1]([O:4][C@H:5](/[CH:7]=[CH:8]\[C:9]([NH:11][C@@H:12]1[CH2:17][C@H:16]([CH3:18])[C@H:15]([CH2:19]/[CH:20]=[C:21](\[CH3:57])/[CH:22]=[CH:23]/[C@H:24]2[O:31][C@H:30]([CH2:32][NH:33][C:34](=[O:55])[CH2:35][CH2:36][NH:37]C(OCC3C4C=CC=CC=4C4C3=CC=CC=4)=O)[CH2:29][C@:26]3([O:28][CH2:27]3)[C@@H:25]2[OH:56])[O:14][C@@H:13]1[CH3:58])=[O:10])[CH3:6])(=[O:3])[CH3:2].N1CCCCC1.NCCCCCC(N[C@H](C(N[C@H](C(NC1C=CC(COC(NNC(=O)C[C@H]2O[C@H](/C=C/C(/C)=C/C[C@H]3[C@@H](C)C[C@@H](NC(=O)/C=C\[C@@H](OC(=O)C)C)[C@@H](C)O3)[C@@H](O)[C@@]3(OC3)C2)=O)=CC=1)=O)CCCNC(=O)N)=O)C(C)C)=O. (2) Given the product [C:14]1([Zr:2]([C:14]2[CH:19]=[CH:18][CH:17]=[CH:16][CH:15]=2)([CH:8]2[CH:12]=[CH:11][CH:10]=[CH:9]2)[CH:3]2[CH:7]=[CH:6][CH:5]=[CH:4]2)[CH:19]=[CH:18][CH:17]=[CH:16][CH:15]=1, predict the reactants needed to synthesize it. The reactants are: Cl[Zr:2](Cl)([CH:8]1[CH:12]=[CH:11][CH:10]=[CH:9]1)[CH:3]1[CH:7]=[CH:6][CH:5]=[CH:4]1.[C:14]1([Mg]Br)[CH:19]=[CH:18][CH:17]=[CH:16][CH:15]=1. (3) Given the product [NH:22]1[C:30]2[C:25](=[CH:26][CH:27]=[CH:28][CH:29]=2)[C:24](/[CH:31]=[CH:32]/[C:33]2[CH:38]=[CH:37][CH:36]=[CH:35][C:34]=2[NH:39][C:10]([C:8]2[S:9][C:5]([S:2]([CH3:1])(=[O:3])=[O:4])=[CH:6][CH:7]=2)=[O:12])=[N:23]1, predict the reactants needed to synthesize it. The reactants are: [CH3:1][S:2]([C:5]1[S:9][C:8]([C:10]([OH:12])=O)=[CH:7][CH:6]=1)(=[O:4])=[O:3].S(Cl)(Cl)=O.CN(C=O)C.[NH:22]1[C:30]2[C:25](=[CH:26][CH:27]=[CH:28][CH:29]=2)[C:24](/[CH:31]=[CH:32]/[C:33]2[CH:38]=[CH:37][CH:36]=[CH:35][C:34]=2[NH2:39])=[N:23]1.C(N(CC)CC)C.